Dataset: Full USPTO retrosynthesis dataset with 1.9M reactions from patents (1976-2016). Task: Predict the reactants needed to synthesize the given product. (1) Given the product [Cl:8][C:7]1[CH:6]=[N:5][C:4]2[NH:9][CH:10]=[CH:11][C:3]=2[C:2]=1[NH:17][CH:12]1[CH2:16][CH2:15][CH2:14][CH2:13]1, predict the reactants needed to synthesize it. The reactants are: Br[C:2]1[C:7]([Cl:8])=[CH:6][N:5]=[C:4]2[NH:9][CH:10]=[CH:11][C:3]=12.[CH:12]1([NH2:17])[CH2:16][CH2:15][CH2:14][CH2:13]1. (2) Given the product [Br:3][C:4]1[CH:5]=[C:6]2[C:10](=[CH:11][CH:12]=1)[N:9]([CH2:18][C:19]1[CH:26]=[CH:25][C:22]([CH3:23])=[CH:21][CH:20]=1)[C:8]([C:13]([O:15][CH2:16][CH3:17])=[O:14])=[CH:7]2, predict the reactants needed to synthesize it. The reactants are: [H-].[Na+].[Br:3][C:4]1[CH:5]=[C:6]2[C:10](=[CH:11][CH:12]=1)[NH:9][C:8]([C:13]([O:15][CH2:16][CH3:17])=[O:14])=[CH:7]2.[CH3:18][C:19]1[CH:26]=[CH:25][C:22]([CH2:23]Br)=[CH:21][CH:20]=1. (3) Given the product [C:1]([N:13]1[CH2:14][CH2:15][N:10]([C:16]2[CH:21]=[CH:20][C:19]([NH:22][C:23]([C:25]3[CH:30]=[C:29]([N+:31]([O-:33])=[O:32])[CH:28]=[CH:27][C:26]=3[Cl:34])=[O:24])=[CH:18][CH:17]=2)[CH2:11][CH2:12]1)(=[O:3])[CH3:2], predict the reactants needed to synthesize it. The reactants are: [C:1](OC(=O)C)(=[O:3])[CH3:2].Cl.Cl.[N:10]1([C:16]2[CH:21]=[CH:20][C:19]([NH:22][C:23]([C:25]3[CH:30]=[C:29]([N+:31]([O-:33])=[O:32])[CH:28]=[CH:27][C:26]=3[Cl:34])=[O:24])=[CH:18][CH:17]=2)[CH2:15][CH2:14][NH:13][CH2:12][CH2:11]1.C(=O)(O)[O-].[Na+].O. (4) Given the product [ClH:11].[S:1]1[C:5]([C:6](=[NH:12])[NH2:7])=[N:4][CH:3]=[N:2]1, predict the reactants needed to synthesize it. The reactants are: [S:1]1[C:5]([C:6]#[N:7])=[N:4][CH:3]=[N:2]1.C[O-].[Na+].[Cl-:11].[NH4+:12]. (5) Given the product [CH2:52]([C@H:54]1[CH2:59][CH2:58][C@H:57]([NH:60][C:25]([C@@H:27]2[CH2:29][C@H:28]2[CH2:30][N:31]2[CH2:36][CH2:35][CH:34]([C:37]3[C:41]4[S:42][CH:43]=[CH:44][C:40]=4[O:39][N:38]=3)[CH2:33][CH2:32]2)=[O:24])[CH2:56][CH2:55]1)[CH3:53], predict the reactants needed to synthesize it. The reactants are: [B-](F)(F)(F)F.CCOC(C(C#N)=NOC(N(C)C)=[N+](C)C)=O.C[O:24][C:25]([C@@H:27]1[CH2:29][C@H:28]1[CH2:30][N:31]1[CH2:36][CH2:35][CH:34]([C:37]2[C:41]3[S:42][CH:43]=[CH:44][C:40]=3[O:39][N:38]=2)[CH2:33][CH2:32]1)=O.CN1CCOCC1.[CH2:52]([C@H:54]1[CH2:59][CH2:58][C@H:57]([NH2:60])[CH2:56][CH2:55]1)[CH3:53]. (6) Given the product [NH2:1][C@H:2]1[CH2:7][CH2:6][C@H:5]([NH:8][C:10]2[N:18]=[C:17]3[C:13]([N:14]=[CH:15][NH:16]3)=[C:12]([NH:19][C:20]3[CH:21]=[C:22]([CH:28]=[CH:29][CH:30]=3)[C:23]([O:25][CH2:26][CH3:27])=[O:24])[N:11]=2)[CH2:4][CH2:3]1, predict the reactants needed to synthesize it. The reactants are: [NH2:1][C@H:2]1[CH2:7][CH2:6][C@H:5]([NH2:8])[CH2:4][CH2:3]1.Cl[C:10]1[N:18]=[C:17]2[C:13]([N:14]=[CH:15][NH:16]2)=[C:12]([NH:19][C:20]2[CH:21]=[C:22]([CH:28]=[CH:29][CH:30]=2)[C:23]([O:25][CH2:26][CH3:27])=[O:24])[N:11]=1.